From a dataset of Full USPTO retrosynthesis dataset with 1.9M reactions from patents (1976-2016). Predict the reactants needed to synthesize the given product. (1) Given the product [N:11]1([N:14]2[CH2:19][CH2:18][CH2:17][CH2:16][C:15]2=[O:20])[CH2:10][CH2:9][NH:8][CH2:13][CH2:12]1, predict the reactants needed to synthesize it. The reactants are: C([N:8]1[CH2:13][CH2:12][N:11]([N:14]2[CH2:19][CH2:18][CH2:17][CH2:16][C:15]2=[O:20])[CH2:10][CH2:9]1)C1C=CC=CC=1. (2) Given the product [CH:5]1([O:4][C:2]([NH:31][C:28]2[CH:29]=[C:30]3[C:25](=[CH:26][CH:27]=2)[N:24]([CH3:32])[CH:23]=[C:22]3[CH2:21][C:20]2[CH:19]=[CH:18][C:14]([C:15]([O:17][CH3:33])=[O:16])=[CH:13][C:12]=2[O:11][CH3:10])=[O:3])[CH2:9][CH2:8][CH2:7][CH2:6]1, predict the reactants needed to synthesize it. The reactants are: Cl[C:2]([O:4][CH:5]1[CH2:9][CH2:8][CH2:7][CH2:6]1)=[O:3].[CH3:10][O:11][C:12]1[CH:13]=[C:14]([CH:18]=[CH:19][C:20]=1[CH2:21][C:22]1[C:30]2[C:25](=[CH:26][CH:27]=[C:28]([NH2:31])[CH:29]=2)[N:24]([CH3:32])[CH:23]=1)[C:15]([O-:17])=[O:16].[CH3:33]N1CCOCC1. (3) The reactants are: [N+:1]([C:4]1[CH:13]=[CH:12][CH:11]=[C:10]2[C:5]=1[CH:6]=[CH:7][C:8](Cl)=[N:9]2)([O-])=O.[CH3:15][C:16]1[O:20][C:19]([CH2:21][NH2:22])=[CH:18][CH:17]=1.[F:23][C:24]1[CH:29]=[CH:28][C:27]([NH:30][S:31](Cl)(=[O:33])=[O:32])=[CH:26][CH:25]=1. Given the product [CH3:15][C:16]1[O:20][C:19]([CH2:21][NH:22][C:8]2[CH:7]=[CH:6][C:5]3[C:10](=[CH:11][CH:12]=[CH:13][C:4]=3[NH:1][S:31]([NH:30][C:27]3[CH:26]=[CH:25][C:24]([F:23])=[CH:29][CH:28]=3)(=[O:32])=[O:33])[N:9]=2)=[CH:18][CH:17]=1, predict the reactants needed to synthesize it. (4) Given the product [CH3:15][C:16]1[CH:21]=[C:20]([C:22]2[CH:23]=[CH:24][C:25]([C:28]([F:31])([F:29])[F:30])=[CH:26][CH:27]=2)[N:19]=[C:18]([C:32]2[O:1][N:2]=[C:3]([C:4]3[CH:9]=[CH:8][C:7]([S:10]([NH2:11])(=[O:12])=[O:13])=[CH:6][CH:5]=3)[N:14]=2)[N:17]=1, predict the reactants needed to synthesize it. The reactants are: [OH:1][NH:2][C:3](=[NH:14])[C:4]1[CH:9]=[CH:8][C:7]([S:10](=[O:13])(=[O:12])[NH2:11])=[CH:6][CH:5]=1.[CH3:15][C:16]1[CH:21]=[C:20]([C:22]2[CH:27]=[CH:26][C:25]([C:28]([F:31])([F:30])[F:29])=[CH:24][CH:23]=2)[N:19]=[C:18]([C:32](O)=O)[N:17]=1. (5) Given the product [F:19][C:20]([F:34])([F:35])[C:21]1[CH:22]=[C:23]([NH:31][C:32]([NH:18][C:10]2[CH:9]=[CH:8][C:13]([S:14]([NH2:17])(=[O:15])=[O:16])=[CH:12][CH:11]=2)=[O:33])[CH:24]=[C:25]([C:27]([F:30])([F:28])[F:29])[CH:26]=1, predict the reactants needed to synthesize it. The reactants are: NC1C=CC([C:8]2[C:13]([S:14]([NH2:17])(=[O:16])=[O:15])=[CH:12][CH:11]=[C:10]([NH2:18])[CH:9]=2)=CC=1.[F:19][C:20]([F:35])([F:34])[C:21]1[CH:22]=[C:23]([N:31]=[C:32]=[O:33])[CH:24]=[C:25]([C:27]([F:30])([F:29])[F:28])[CH:26]=1.[K+].[Br-].NC(N)=O. (6) Given the product [C:19]1([CH:23]=[CH:2][C:3]([C:5]2[CH:10]=[CH:9][CH:8]=[CH:7][CH:6]=2)=[O:4])[CH:13]=[CH:12][CH:11]=[CH:21][CH:20]=1, predict the reactants needed to synthesize it. The reactants are: O[CH2:2][C:3]([C:5]1[CH:10]=[CH:9][CH:8]=[CH:7][CH:6]=1)=[O:4].[CH3:11][C:12]1ON=C(C=O)[CH:13]=1.[CH2:19]1[CH2:23]O[CH2:21][CH2:20]1.